From a dataset of Full USPTO retrosynthesis dataset with 1.9M reactions from patents (1976-2016). Predict the reactants needed to synthesize the given product. (1) Given the product [Cl:1][C:2]1[CH:10]=[C:9]([F:11])[C:8]([N+:12]([O-:14])=[O:13])=[CH:7][C:3]=1[C:4]([Cl:17])=[O:5], predict the reactants needed to synthesize it. The reactants are: [Cl:1][C:2]1[CH:10]=[C:9]([F:11])[C:8]([N+:12]([O-:14])=[O:13])=[CH:7][C:3]=1[C:4](O)=[O:5].S(Cl)([Cl:17])=O. (2) The reactants are: [Si]([O:8][C@H:9]1[CH2:18][C:17]([CH3:20])([CH3:19])[C@@H:16](CC([O-])=O)[C:15]2[N:14]=[C:13]([CH:25]3[CH2:30][CH2:29][O:28][CH2:27][CH2:26]3)[C:12]3[C@@H:31]([C:38]4[CH:43]=[CH:42][C:41]([C:44]([CH3:47])([CH3:46])[CH3:45])=[CH:40][CH:39]=4)[O:32][C:33]4([CH2:37][CH2:36][CH2:35][CH2:34]4)[C:11]=3[C:10]1=2)(C(C)(C)C)(C)C.C(=O)([O-])[O-:49].[K+].[K+]. Given the product [C:44]([C:41]1[CH:42]=[CH:43][C:38]([C@@H:31]2[C:12]3[C:13]([CH:25]4[CH2:30][CH2:29][O:28][CH2:27][CH2:26]4)=[N:14][C:15]4[C@H:16]([OH:49])[C:17]([CH3:20])([CH3:19])[CH2:18][C@H:9]([OH:8])[C:10]=4[C:11]=3[C:33]3([CH2:34][CH2:35][CH2:36][CH2:37]3)[O:32]2)=[CH:39][CH:40]=1)([CH3:47])([CH3:45])[CH3:46], predict the reactants needed to synthesize it. (3) Given the product [C:1]([O:5][C:6]([C:8]1[S:9][C:10]([CH2:13][N:14]([C:24](=[O:25])[NH:26][CH2:27][CH:28]=[CH2:29])[CH2:15][CH:16]([CH3:18])[CH3:17])=[CH:11][CH:12]=1)=[O:7])([CH3:4])([CH3:3])[CH3:2], predict the reactants needed to synthesize it. The reactants are: [C:1]([O:5][C:6]([C:8]1[S:9][C:10]([CH2:13][NH:14][CH2:15][CH:16]([CH3:18])[CH3:17])=[CH:11][CH:12]=1)=[O:7])([CH3:4])([CH3:3])[CH3:2].N1([C:24]([NH:26][CH2:27][CH:28]=[CH2:29])=[O:25])C=CN=C1.C(N(CC)C(C)C)(C)C. (4) Given the product [Cl:7][C:8]1[CH:9]=[CH:10][C:11]2[N:12]([CH:5]=[C:3]([CH2:2][Cl:1])[N:14]=2)[N:13]=1, predict the reactants needed to synthesize it. The reactants are: [Cl:1][CH2:2][C:3]([CH2:5]Cl)=O.[Cl:7][C:8]1[N:13]=[N:12][C:11]([NH2:14])=[CH:10][CH:9]=1. (5) Given the product [Cl:1][C:2]1[CH:7]=[CH:6][C:5]([CH:8]2[CH2:9][CH2:10][N:11]([C:14]([O:16][C:17]([CH3:20])([CH3:19])[CH3:18])=[O:15])[CH2:12][CH2:13]2)=[CH:4][CH:3]=1, predict the reactants needed to synthesize it. The reactants are: [Cl:1][C:2]1[CH:7]=[CH:6][C:5]([C:8]2[CH2:13][CH2:12][N:11]([C:14]([O:16][C:17]([CH3:20])([CH3:19])[CH3:18])=[O:15])[CH2:10][CH:9]=2)=[CH:4][CH:3]=1. (6) Given the product [F:1][C:2]1[CH:3]=[C:4]([CH:16]=[CH:17][C:18]=1[F:19])[O:5][C:6]1[C:7]([F:15])=[CH:8][C:9]([CH2:13][O:14][C:23]2[CH:24]=[C:25]3[N:32]([CH3:33])[CH2:31][CH2:30][N:26]3[C:27](=[O:29])[N:28]=2)=[CH:10][C:11]=1[F:12], predict the reactants needed to synthesize it. The reactants are: [F:1][C:2]1[CH:3]=[C:4]([CH:16]=[CH:17][C:18]=1[F:19])[O:5][C:6]1[C:11]([F:12])=[CH:10][C:9]([CH2:13][OH:14])=[CH:8][C:7]=1[F:15].[H-].[Na+].Cl[C:23]1[CH:24]=[C:25]2[N:32]([CH3:33])[CH2:31][CH2:30][N:26]2[C:27](=[O:29])[N:28]=1. (7) Given the product [NH2:31][C:30]1[S:29][C:28]([C:39]2[C:40]([F:46])=[CH:41][CH:42]=[CH:43][C:44]=2[F:45])=[N:27][C:26]=1[C:24]([NH:23][C:18]1[CH:19]=[N:20][N:21]([CH3:22])[C:17]=1[N:6]1[CH2:7][CH2:8][CH:9]([NH2:10])[C:3]([F:2])([F:47])[CH2:4][CH2:5]1)=[O:25], predict the reactants needed to synthesize it. The reactants are: Cl.[F:2][C:3]1([F:47])[CH:9]([NH:10]C(=O)C(F)(F)F)[CH2:8][CH2:7][N:6]([C:17]2[N:21]([CH3:22])[N:20]=[CH:19][C:18]=2[NH:23][C:24]([C:26]2[N:27]=[C:28]([C:39]3[C:44]([F:45])=[CH:43][CH:42]=[CH:41][C:40]=3[F:46])[S:29][C:30]=2[NH:31]C(=O)OC(C)(C)C)=[O:25])[CH2:5][CH2:4]1.C([O-])([O-])=O.[K+].[K+]. (8) Given the product [C:5]([C:4]1[CH:3]=[C:2]2[C:26](=[CH:9][CH:8]=1)[O:25][C:12]1([CH2:13][CH2:14][N:15]([C:18]([O:20][C:21]([CH3:23])([CH3:24])[CH3:22])=[O:19])[CH2:16][CH2:17]1)[CH2:11][C:10]2=[O:29])#[N:1], predict the reactants needed to synthesize it. The reactants are: [NH:1]1[CH2:5][CH2:4][CH2:3][CH2:2]1.BrC1[CH:8]=[C:9]2[C:26](=CC=1)[O:25][C:12]1([CH2:17][CH2:16][N:15]([C:18]([O:20][C:21]([CH3:24])([CH3:23])[CH3:22])=[O:19])[CH2:14][CH2:13]1)[CH2:11][C:10]2=[O:29].